This data is from Forward reaction prediction with 1.9M reactions from USPTO patents (1976-2016). The task is: Predict the product of the given reaction. (1) Given the reactants Cl[C:2]1[N:7]=[C:6]([NH:8][C:9]2[CH:14]=[CH:13][CH:12]=[CH:11][C:10]=2[S:15]([CH:18]([CH3:20])[CH3:19])(=[O:17])=[O:16])[C:5]([Cl:21])=[CH:4][N:3]=1.[CH3:22][P:23]([C:26]1[CH:27]=[CH:28][C:29]([O:33][CH3:34])=[C:30]([CH:32]=1)[NH2:31])([CH3:25])=[O:24].[OH-].[Na+], predict the reaction product. The product is: [Cl:21][C:5]1[C:6]([NH:8][C:9]2[CH:14]=[CH:13][CH:12]=[CH:11][C:10]=2[S:15]([CH:18]([CH3:20])[CH3:19])(=[O:17])=[O:16])=[N:7][C:2]([NH:31][C:30]2[CH:32]=[C:26]([P:23]([CH3:22])([CH3:25])=[O:24])[CH:27]=[CH:28][C:29]=2[O:33][CH3:34])=[N:3][CH:4]=1. (2) Given the reactants [H-].[Li+].[Al+3].[H-].[H-].[H-].[N:7]([CH2:10][C:11]1[O:12][C:13]([CH3:17])=[C:14]([CH3:16])[CH:15]=1)=[N+]=[N-], predict the reaction product. The product is: [CH3:16][C:14]1[CH:15]=[C:11]([CH2:10][NH2:7])[O:12][C:13]=1[CH3:17].